Dataset: Forward reaction prediction with 1.9M reactions from USPTO patents (1976-2016). Task: Predict the product of the given reaction. Given the reactants [CH:1]12[CH2:7][CH:4]([CH2:5][CH2:6]1)[CH2:3][CH:2]2[CH:8]=[C:9]([CH3:14])[CH2:10][CH2:11][CH:12]=[O:13], predict the reaction product. The product is: [CH:1]12[CH2:7][CH:4]([CH2:5][CH2:6]1)[CH2:3][CH:2]2[CH2:8][CH:9]([CH3:14])[CH2:10][CH2:11][CH:12]=[O:13].